From a dataset of Forward reaction prediction with 1.9M reactions from USPTO patents (1976-2016). Predict the product of the given reaction. (1) Given the reactants I[C:2]1[N:6]([CH3:7])[CH:5]=[N:4][CH:3]=1.N1CCC[C@H]1C(O)=O.C(=O)([O-])[O-].[K+].[K+].[Cl:22][C:23]1[CH:28]=[CH:27][C:26]([C:29]2[NH:33][N:32]=[C:31]([CH3:34])[C:30]=2[CH2:35][C:36]([O:38][CH3:39])=[O:37])=[CH:25][CH:24]=1.[Cl-].[NH4+], predict the reaction product. The product is: [Cl:22][C:23]1[CH:24]=[CH:25][C:26]([C:29]2[N:33]([C:2]3[N:6]([CH3:7])[CH:5]=[N:4][CH:3]=3)[N:32]=[C:31]([CH3:34])[C:30]=2[CH2:35][C:36]([O:38][CH3:39])=[O:37])=[CH:27][CH:28]=1. (2) Given the reactants [C:1]([O:5][C:6](=[O:20])[C@@H:7]([NH:11][CH2:12][C:13]1[CH:18]=[CH:17][CH:16]=[CH:15][C:14]=1[NH2:19])[CH:8]([CH3:10])[CH3:9])([CH3:4])([CH3:3])[CH3:2].[C:21](N1C=CN=C1)(N1C=CN=C1)=[O:22], predict the reaction product. The product is: [C:1]([O:5][C:6](=[O:20])[C@@H:7]([N:11]1[CH2:12][C:13]2[C:14](=[CH:15][CH:16]=[CH:17][CH:18]=2)[NH:19][C:21]1=[O:22])[CH:8]([CH3:10])[CH3:9])([CH3:3])([CH3:4])[CH3:2]. (3) Given the reactants [CH3:1][O:2][C:3]1[CH:40]=[C:39]([O:41][CH3:42])[CH:38]=[CH:37][C:4]=1[CH2:5][N:6]([C:30]1[CH:35]=[CH:34][CH:33]=[C:32]([F:36])[N:31]=1)[S:7]([C:10]1[C:28]([F:29])=[CH:27][C:13]2[N:14]([C@@H:18]([C:20]3[CH:25]=[CH:24][CH:23]=[CH:22][C:21]=3I)[CH3:19])[C:15](=[O:17])[O:16][C:12]=2[CH:11]=1)(=[O:9])=[O:8].[O:43]=[C:44]1[CH2:47][N:46]([C:48]([O:50][C:51]([CH3:54])([CH3:53])[CH3:52])=[O:49])[CH2:45]1.[NH4+].[Cl-], predict the reaction product. The product is: [CH3:1][O:2][C:3]1[CH:40]=[C:39]([O:41][CH3:42])[CH:38]=[CH:37][C:4]=1[CH2:5][N:6]([C:30]1[CH:35]=[CH:34][CH:33]=[C:32]([F:36])[N:31]=1)[S:7]([C:10]1[C:28]([F:29])=[CH:27][C:13]2[N:14]([C@@H:18]([C:20]3[CH:25]=[CH:24][CH:23]=[CH:22][C:21]=3[C:44]3([OH:43])[CH2:45][N:46]([C:48]([O:50][C:51]([CH3:53])([CH3:52])[CH3:54])=[O:49])[CH2:47]3)[CH3:19])[C:15](=[O:17])[O:16][C:12]=2[CH:11]=1)(=[O:9])=[O:8]. (4) Given the reactants Cl[C:2]1[N:7]=[C:6]([O:8][C:9]2[CH:10]=[C:11]3[C:15](=[CH:16][CH:17]=2)[N:14]([C:18]([O:20][C:21]([CH3:24])([CH3:23])[CH3:22])=[O:19])[CH:13]=[CH:12]3)[CH:5]=[CH:4][N:3]=1.C(=O)([O-])[O-].[Cs+].[Cs+].CC1(C)C2C=CC=C(P(C3C=CC=CC=3)C3C=CC=CC=3)C=2OC2C1=CC=CC=2P(C1C=CC=CC=1)C1C=CC=CC=1.[N+:73]([C:76]1[CH:77]=[C:78]([CH:80]=[CH:81][CH:82]=1)[NH2:79])([O-:75])=[O:74], predict the reaction product. The product is: [N+:73]([C:76]1[CH:77]=[C:78]([NH:79][C:2]2[N:7]=[C:6]([O:8][C:9]3[CH:10]=[C:11]4[C:15](=[CH:16][CH:17]=3)[N:14]([C:18]([O:20][C:21]([CH3:24])([CH3:23])[CH3:22])=[O:19])[CH:13]=[CH:12]4)[CH:5]=[CH:4][N:3]=2)[CH:80]=[CH:81][CH:82]=1)([O-:75])=[O:74]. (5) Given the reactants [Br:1][C:2]1[C:7](=[O:8])[N:6]2[C:9]([CH3:13])=[CH:10][CH:11]=[CH:12][C:5]2=[N:4][C:3]=1[CH2:14][OH:15], predict the reaction product. The product is: [Br:1][C:2]1[C:7](=[O:8])[N:6]2[C:9]([CH3:13])=[CH:10][CH:11]=[CH:12][C:5]2=[N:4][C:3]=1[CH:14]=[O:15]. (6) Given the reactants Cl[C:2]1[CH:10]=[CH:9][C:8]([N+:11]([O-:13])=[O:12])=[CH:7][C:3]=1[C:4]([OH:6])=[O:5].[CH3:14][NH:15][CH3:16].Cl, predict the reaction product. The product is: [CH3:14][N:15]([CH3:16])[C:2]1[CH:10]=[CH:9][C:8]([N+:11]([O-:13])=[O:12])=[CH:7][C:3]=1[C:4]([OH:6])=[O:5].